This data is from Full USPTO retrosynthesis dataset with 1.9M reactions from patents (1976-2016). The task is: Predict the reactants needed to synthesize the given product. (1) The reactants are: CI.[C:3]([C:5]1[CH:6]=[C:7]([CH:20]=[CH:21][CH:22]=1)[CH2:8][CH2:9][O:10][CH2:11][CH2:12][C:13]([O:15][C:16]([CH3:19])([CH3:18])[CH3:17])=[O:14])#[CH:4].[N-:23]=[N+:24]=[N-:25].[Na+].[C:27](O)(C)(C)C. Given the product [CH3:27][N:23]1[CH:4]=[C:3]([C:5]2[CH:6]=[C:7]([CH:20]=[CH:21][CH:22]=2)[CH2:8][CH2:9][O:10][CH2:11][CH2:12][C:13]([O:15][C:16]([CH3:18])([CH3:19])[CH3:17])=[O:14])[N:25]=[N:24]1, predict the reactants needed to synthesize it. (2) Given the product [Cl:1][C:2]1[C:3]([F:31])=[CH:4][C:5]2[N:9]=[CH:8][N:7]([C:10]3[S:14][C:13]([C:15]([NH2:66])=[O:16])=[C:12]([O:19][C@@H:20]([C:22]4[CH:27]=[CH:26][CH:25]=[C:24]([O:28][CH:36]5[CH2:37][CH2:38][N:33]([CH3:32])[CH2:34][CH2:35]5)[C:23]=4[Cl:29])[CH3:21])[CH:11]=3)[C:6]=2[CH:30]=1, predict the reactants needed to synthesize it. The reactants are: [Cl:1][C:2]1[C:3]([F:31])=[CH:4][C:5]2[N:9]=[CH:8][N:7]([C:10]3[S:14][C:13]([C:15](OC)=[O:16])=[C:12]([O:19][C@@H:20]([C:22]4[CH:27]=[CH:26][CH:25]=[C:24]([OH:28])[C:23]=4[Cl:29])[CH3:21])[CH:11]=3)[C:6]=2[CH:30]=1.[CH3:32][N:33]1[CH2:38][CH2:37][CH:36](O)[CH2:35][CH2:34]1.C1(P(C2C=CC=CC=2)C2C=CC=CC=2)C=CC=CC=1.CC(OC(/[N:66]=N/C(OC(C)(C)C)=O)=O)(C)C. (3) Given the product [CH3:1][O:2][NH:3][C:4]([C:6]1[C:7](=[O:28])[C:8]2[CH:13]=[N:12][C:11]([NH:48][C:45]3[CH:46]=[CH:47][C:42]([CH:39]4[CH2:38][CH2:37][NH:36][CH2:41][CH2:40]4)=[CH:43][CH:44]=3)=[N:10][C:9]=2[N:18]([C:20]2[CH:25]=[CH:24][C:23]([CH2:26][CH3:27])=[CH:22][CH:21]=2)[CH:19]=1)=[O:5], predict the reactants needed to synthesize it. The reactants are: [CH3:1][O:2][NH:3][C:4]([C:6]1[C:7](=[O:28])[C:8]2[CH:13]=[N:12][C:11](S(C)(=O)=O)=[N:10][C:9]=2[N:18]([C:20]2[CH:25]=[CH:24][C:23]([CH2:26][CH3:27])=[CH:22][CH:21]=2)[CH:19]=1)=[O:5].C(OC([N:36]1[CH2:41][CH2:40][CH:39]([C:42]2[CH:47]=[CH:46][C:45]([NH2:48])=[CH:44][CH:43]=2)[CH2:38][CH2:37]1)=O)(C)(C)C. (4) Given the product [CH3:1][N:2]([CH3:17])[C:3]1[N:8]=[CH:7][C:6]([C:9]2([OH:16])[CH2:14][CH2:13][CH:12]([N:18]3[CH2:21][CH:20]([NH:22][C:23]([CH2:25][NH:26][C:27](=[O:38])[C:28]4[CH:33]=[CH:32][CH:31]=[C:30]([C:34]([F:37])([F:35])[F:36])[CH:29]=4)=[O:24])[CH2:19]3)[CH2:11][CH2:10]2)=[CH:5][CH:4]=1, predict the reactants needed to synthesize it. The reactants are: [CH3:1][N:2]([CH3:17])[C:3]1[N:8]=[CH:7][C:6]([C:9]2([OH:16])[CH2:14][CH2:13][C:12](=O)[CH2:11][CH2:10]2)=[CH:5][CH:4]=1.[NH:18]1[CH2:21][CH:20]([NH:22][C:23]([CH2:25][NH:26][C:27](=[O:38])[C:28]2[CH:33]=[CH:32][CH:31]=[C:30]([C:34]([F:37])([F:36])[F:35])[CH:29]=2)=[O:24])[CH2:19]1. (5) Given the product [CH3:25][O:26][C:27](=[O:37])[C@@H:28]([NH:29][C:19]([C:18]1[CH:17]=[N:16][C:15]([O:14][CH2:13][C:3]2[C:4]([C:7]3[CH:8]=[CH:9][CH:10]=[CH:11][CH:12]=3)=[N:5][O:6][C:2]=2[CH3:1])=[CH:23][CH:22]=1)=[O:21])[CH2:30][C:31]1[CH:36]=[CH:35][CH:34]=[CH:33][CH:32]=1, predict the reactants needed to synthesize it. The reactants are: [CH3:1][C:2]1[O:6][N:5]=[C:4]([C:7]2[CH:12]=[CH:11][CH:10]=[CH:9][CH:8]=2)[C:3]=1[CH2:13][O:14][C:15]1[CH:23]=[CH:22][C:18]([C:19]([OH:21])=O)=[CH:17][N:16]=1.Cl.[CH3:25][O:26][C:27](=[O:37])[C@H:28]([CH2:30][C:31]1[CH:36]=[CH:35][CH:34]=[CH:33][CH:32]=1)[NH2:29].